Predict the reaction yield, written as a fraction of the theoretical maximum amount of product (1.0 means a 100% yield; for example, 0.34 means a 34% yield). From a dataset of Reaction yield outcomes from USPTO patents with 853,638 reactions. (1) The reactants are C([SiH]([CH2:6][CH3:7])CC)C.C(O[C:16]1[CH:21]=[CH:20][CH:19]=[CH:18][C:17]=1[CH:22]([C:24]1[CH:29]=[CH:28][C:27]([CH:30]2[CH2:32][CH2:31]2)=[CH:26][CH:25]=1)O)C1C=CC=CC=1.[OH2:33]. The catalyst is C(#N)C. The product is [CH2:22]([O:33][C:7]1([C:16]2[CH:21]=[CH:20][CH:19]=[CH:18][C:17]=2[CH2:22][C:24]2[CH:25]=[CH:26][C:27]([CH:30]3[CH2:31][CH2:32]3)=[CH:28][CH:29]=2)[CH:6]=[CH:29][CH:24]=[CH:25][CH2:26]1)[C:17]1[CH:16]=[CH:21][CH:20]=[CH:19][CH:18]=1. The yield is 0.950. (2) The reactants are CCN(C(C)C)C(C)C.C1C=CC2N(O)N=NC=2C=1.[C:20]([NH:23][C@H:24]([C:27]([OH:29])=O)[CH2:25][OH:26])(=[O:22])[CH3:21].CCN=C=NCCCN(C)C.Cl.[Cl:42][C:43]1[CH:44]=[C:45]2[C:49](=[CH:50][CH:51]=1)[NH:48][C:47]([C:52]([NH:54][C@@H:55]1[CH2:63][C:62]3[C:57](=[CH:58][CH:59]=[CH:60][CH:61]=3)[C@H:56]1[NH:64][CH3:65])=[O:53])=[CH:46]2.C(O)(C(F)(F)F)=O. The catalyst is CN(C=O)C. The product is [C:20]([NH:23][C@H:24]([C:27]([N:64]([CH3:65])[C@@H:56]1[C:57]2[C:62](=[CH:61][CH:60]=[CH:59][CH:58]=2)[CH2:63][C@H:55]1[NH:54][C:52]([C:47]1[NH:48][C:49]2[C:45]([CH:46]=1)=[CH:44][C:43]([Cl:42])=[CH:51][CH:50]=2)=[O:53])=[O:29])[CH2:25][OH:26])(=[O:22])[CH3:21]. The yield is 0.110.